This data is from Catalyst prediction with 721,799 reactions and 888 catalyst types from USPTO. The task is: Predict which catalyst facilitates the given reaction. (1) Reactant: [Cl:1][C:2]1[CH:3]=[N:4][CH:5]=[C:6]([O:8][C:9]2[CH:14]=[CH:13][C:12]([NH:15][S:16]([C:19]3[CH:24]=[CH:23][C:22]([S:25][CH3:26])=[CH:21][CH:20]=3)(=[O:18])=[O:17])=[CH:11][C:10]=2[C:27]([F:30])([F:29])[F:28])[CH:7]=1.[OH:31]OS([O-])=O.[K+]. Product: [Cl:1][C:2]1[CH:3]=[N:4][CH:5]=[C:6]([O:8][C:9]2[CH:14]=[CH:13][C:12]([NH:15][S:16]([C:19]3[CH:20]=[CH:21][C:22]([S:25]([CH3:26])=[O:31])=[CH:23][CH:24]=3)(=[O:17])=[O:18])=[CH:11][C:10]=2[C:27]([F:28])([F:30])[F:29])[CH:7]=1. The catalyst class is: 95. (2) Reactant: [Cl:1][C:2]1[CH:3]=[C:4]([C:9](=[O:11])[CH3:10])[CH:5]=[CH:6][C:7]=1[OH:8].I[CH:13]([CH3:15])[CH3:14].C(=O)([O-])[O-].[K+].[K+]. Product: [Cl:1][C:2]1[CH:3]=[C:4]([C:9](=[O:11])[CH3:10])[CH:5]=[CH:6][C:7]=1[O:8][CH:13]([CH3:15])[CH3:14]. The catalyst class is: 9. (3) Reactant: Cl.[O:2]=[C:3]1[N:15]2[C:6]([C:7]3[CH:8]=[C:9]([C:34]4[CH:39]=[CH:38][CH:37]=[CH:36][CH:35]=4)[C:10]([C:16]4[CH:21]=[CH:20][C:19]([C:22]5([NH:26]C(=O)OC(C)(C)C)[CH2:25][CH2:24][CH2:23]5)=[CH:18][CH:17]=4)=[N:11][C:12]=3[CH:13]=[CH:14]2)=[N:5][NH:4]1.C([Cl:43])(=O)C. Product: [NH2:26][C:22]1([C:19]2[CH:20]=[CH:21][C:16]([C:10]3[C:9]([C:34]4[CH:39]=[CH:38][CH:37]=[CH:36][CH:35]=4)=[CH:8][C:7]4[C:6]5=[N:5][NH:4][C:3](=[O:2])[N:15]5[CH:14]=[CH:13][C:12]=4[N:11]=3)=[CH:17][CH:18]=2)[CH2:23][CH2:24][CH2:25]1.[ClH:43]. The catalyst class is: 40.